Dataset: Forward reaction prediction with 1.9M reactions from USPTO patents (1976-2016). Task: Predict the product of the given reaction. (1) Given the reactants [OH:1][C:2]1[CH:3]=[CH:4][C:5]([N+:10]([O-:12])=[O:11])=[C:6]([CH:9]=1)[CH:7]=[O:8].Cl.[O:14]1[CH2:19][CH2:18][N:17]([CH2:20][CH2:21][Cl:22])[CH2:16][CH2:15]1.C(=O)([O-])[O-].[K+].[K+], predict the reaction product. The product is: [ClH:22].[O:14]1[CH2:19][CH2:18][N:17]([CH2:20][CH2:21][O:1][C:2]2[CH:3]=[CH:4][C:5]([N+:10]([O-:12])=[O:11])=[C:6]([CH:9]=2)[CH:7]=[O:8])[CH2:16][CH2:15]1. (2) Given the reactants COC1C=CC([C@@H]([N:11]([CH2:22][C:23]2[N:24]=[C:25]3[CH:30]=[CH:29][CH:28]=[C:27]([N:31]4[CH2:36][CH2:35][N:34]([CH3:37])[CH2:33][CH2:32]4)[N:26]3[CH:38]=2)[C@@H:12]2[C:21]3[N:20]=[CH:19][CH:18]=[CH:17][C:16]=3[CH2:15][CH2:14][CH2:13]2)C)=CC=1.FC(F)(F)C(O)=O, predict the reaction product. The product is: [CH3:37][N:34]1[CH2:35][CH2:36][N:31]([C:27]2[N:26]3[CH:38]=[C:23]([CH2:22][NH:11][C@@H:12]4[C:21]5[N:20]=[CH:19][CH:18]=[CH:17][C:16]=5[CH2:15][CH2:14][CH2:13]4)[N:24]=[C:25]3[CH:30]=[CH:29][CH:28]=2)[CH2:32][CH2:33]1. (3) Given the reactants [Br:1][C:2]1[CH:9]=[CH:8][C:5]([CH:6]=[O:7])=[CH:4][CH:3]=1.[CH2:10](O)[CH2:11][OH:12].O, predict the reaction product. The product is: [Br:1][C:2]1[CH:9]=[CH:8][C:5]([CH:6]2[O:12][CH2:11][CH2:10][O:7]2)=[CH:4][CH:3]=1. (4) Given the reactants Br[CH2:2][C:3](=O)[C:4]([F:7])([F:6])[F:5].C(C([O:15][CH2:16][C:17]([NH2:19])=[S:18])=O)(C)(C)C.CO.C1CCN2C(=NCCC2)CC1, predict the reaction product. The product is: [F:5][C:4]([F:7])([F:6])[C:3]1[N:19]=[C:17]([CH2:16][OH:15])[S:18][CH:2]=1. (5) Given the reactants C(O[C:4]([C:6]1[C:7]2[S:15][CH:14]=[C:13]([CH2:16][O:17][C:18]3[CH:23]=[C:22]([C:24](=[O:33])[NH:25][C:26]4[CH:31]=[CH:30][C:29]([Cl:32])=[CH:28][CH:27]=4)[CH:21]=[CH:20][C:19]=3[CH3:34])[C:8]=2[C:9]([NH2:12])=[N:10][CH:11]=1)=[O:5])C.[CH2:35]([CH2:37][NH2:38])[OH:36], predict the reaction product. The product is: [OH:36][CH2:35][CH2:37][NH:38][C:4]([C:6]1[C:7]2[S:15][CH:14]=[C:13]([CH2:16][O:17][C:18]3[CH:23]=[C:22]([C:24](=[O:33])[NH:25][C:26]4[CH:27]=[CH:28][C:29]([Cl:32])=[CH:30][CH:31]=4)[CH:21]=[CH:20][C:19]=3[CH3:34])[C:8]=2[C:9]([NH2:12])=[N:10][CH:11]=1)=[O:5]. (6) Given the reactants [CH3:1]CCCCC.C[Si](C=[N+]=[N-])(C)C.[Cl:14][C:15]1[CH:23]=[C:22]([C:24]([OH:26])=[O:25])[CH:21]=[C:20]([Cl:27])[C:16]=1[C:17](O)=[O:18].[CH3:28][OH:29], predict the reaction product. The product is: [CH3:28][O:29][C:17](=[O:18])[C:16]1[C:15]([Cl:14])=[CH:23][C:22]([C:24]([O:26][CH3:1])=[O:25])=[CH:21][C:20]=1[Cl:27]. (7) Given the reactants [CH:1]1([CH2:6][N:7]([CH2:18][CH3:19])[C:8]2[C:9]([CH2:16][OH:17])=[N:10][C:11]([O:14][CH3:15])=[CH:12][CH:13]=2)[CH2:5][CH2:4][CH2:3][CH2:2]1, predict the reaction product. The product is: [CH:1]1([CH2:6][N:7]([CH2:18][CH3:19])[C:8]2[C:9]([CH:16]=[O:17])=[N:10][C:11]([O:14][CH3:15])=[CH:12][CH:13]=2)[CH2:2][CH2:3][CH2:4][CH2:5]1.